Dataset: Catalyst prediction with 721,799 reactions and 888 catalyst types from USPTO. Task: Predict which catalyst facilitates the given reaction. Reactant: [NH:1]1[C:9]2[C:4](=[CH:5][CH:6]=[C:7]([CH2:10][CH2:11][N:12]([CH2:15][CH3:16])[CH2:13][CH3:14])[CH:8]=2)[CH:3]=[CH:2]1.C([O-])([O-])=O.[K+].[K+].Br[C:24]1[CH:28]=[CH:27][S:26][CH:25]=1. Product: [CH2:15]([N:12]([CH2:13][CH3:14])[CH2:11][CH2:10][C:7]1[CH:8]=[C:9]2[C:4]([CH:3]=[CH:2][N:1]2[C:24]2[CH:28]=[CH:27][S:26][CH:25]=2)=[CH:5][CH:6]=1)[CH3:16]. The catalyst class is: 37.